From a dataset of Full USPTO retrosynthesis dataset with 1.9M reactions from patents (1976-2016). Predict the reactants needed to synthesize the given product. (1) The reactants are: [CH3:1][C:2]1[CH:3]=[C:4]([OH:27])[CH:5]=[CH:6][C:7]=1[C:8]1[N:12]([C:13]2[CH:18]=[CH:17][C:16]([S:19]([CH3:22])(=[O:21])=[O:20])=[CH:15][CH:14]=2)[N:11]=[C:10]([C:23]([F:26])([F:25])[F:24])[CH:9]=1.C(N(CC)CC)C.[F:35][C:36]([F:49])([F:48])[S:37](O[S:37]([C:36]([F:49])([F:48])[F:35])(=[O:39])=[O:38])(=[O:39])=[O:38].O. Given the product [F:35][C:36]([F:49])([F:48])[S:37]([O:27][C:4]1[CH:5]=[CH:6][C:7]([C:8]2[N:12]([C:13]3[CH:18]=[CH:17][C:16]([S:19]([CH3:22])(=[O:21])=[O:20])=[CH:15][CH:14]=3)[N:11]=[C:10]([C:23]([F:24])([F:25])[F:26])[CH:9]=2)=[C:2]([CH3:1])[CH:3]=1)(=[O:39])=[O:38], predict the reactants needed to synthesize it. (2) Given the product [CH2:13]([C:12]1[C:11]([O:41][CH3:40])=[CH:24][CH:29]=[CH:28][C:27]=1[CH:26]=[O:30])[CH3:14], predict the reactants needed to synthesize it. The reactants are: CC1(C)CCCC(C)(C)N1.[CH2:11]([Li])[CH2:12][CH2:13][CH3:14].C1(N=C[C:24]2[CH:29]=[CH:28][CH:27]=[C:26]([O:30]C)C=2)CCCCC1.ICC.[NH4+].[Cl-].Cl.C1C[O:41][CH2:40]C1. (3) Given the product [CH3:13][N:14]1[CH:18]=[CH:17][N:16]=[C:15]1[CH2:19][O:20][C:2]1[CH:12]=[CH:11][C:5]([C:6]([OH:8])=[O:7])=[CH:4][N:3]=1, predict the reactants needed to synthesize it. The reactants are: Cl[C:2]1[CH:12]=[CH:11][C:5]([C:6]([O:8]CC)=[O:7])=[CH:4][N:3]=1.[CH3:13][N:14]1[CH:18]=[CH:17][N:16]=[C:15]1[CH2:19][OH:20]. (4) Given the product [Br:1][C:2]1[CH:7]=[CH:6][C:5]([C:8]([O:10][C:25]([CH3:27])([CH3:26])[CH3:24])=[O:9])=[CH:4][N:3]=1, predict the reactants needed to synthesize it. The reactants are: [Br:1][C:2]1[CH:7]=[CH:6][C:5]([C:8]([OH:10])=[O:9])=[CH:4][N:3]=1.C(Br)(=O)C(Br)=O.CCCCCCC.[CH3:24][C:25]([O-])([CH3:27])[CH3:26].[K+]. (5) Given the product [N:15]1([C:20]2[CH:21]=[C:22]([N:26]3[CH2:30][CH2:29][CH:28]([C:31]([NH:14][CH2:13][CH2:12][C:6]4[C:5]5[C:9](=[CH:10][CH:11]=[C:3]([Cl:2])[CH:4]=5)[NH:8][CH:7]=4)=[O:32])[C:27]3=[O:34])[CH:23]=[CH:24][CH:25]=2)[CH:19]=[CH:18][CH:17]=[CH:16]1, predict the reactants needed to synthesize it. The reactants are: Cl.[Cl:2][C:3]1[CH:4]=[C:5]2[C:9](=[CH:10][CH:11]=1)[NH:8][CH:7]=[C:6]2[CH2:12][CH2:13][NH2:14].[N:15]1([C:20]2[CH:21]=[C:22]([N:26]3[CH2:30][CH2:29][CH:28]([C:31](O)=[O:32])[C:27]3=[O:34])[CH:23]=[CH:24][CH:25]=2)[CH:19]=[CH:18][CH:17]=[CH:16]1.N1(C2C=C(N3CCC(C(O)=O)C3=O)C=CC=2)C=CC=C1.C1CN([P+](ON2N=NC3C=CC=CC2=3)(N2CCCC2)N2CCCC2)CC1.F[P-](F)(F)(F)(F)F.C(N(CC)C(C)C)(C)C. (6) Given the product [CH:16]1([CH2:18][CH2:17][O:20][CH:21]([O:1][C:2]2[CH:9]=[CH:8][C:5]([CH:6]=[CH2:7])=[CH:4][CH:3]=2)[CH3:22])[CH2:15][CH2:4][CH2:3][CH2:2][CH2:9]1.[OH:1][C:2]1[CH:9]=[CH:8][C:5]([CH:6]=[CH2:7])=[CH:4][CH:3]=1, predict the reactants needed to synthesize it. The reactants are: [OH:1][C:2]1[CH:9]=[CH:8][C:5]([CH:6]=[CH2:7])=[CH:4][CH:3]=1.C(N([CH2:15][CH3:16])CC)C.[C:17]([O:20][CH2:21][CH3:22])(=O)[CH3:18].O. (7) The reactants are: C(OC([N:8]1[CH2:13][CH2:12][N:11]([S:14]([CH3:17])(=[O:16])=[O:15])[C@H:10]([CH3:18])[CH2:9]1)=O)(C)(C)C.[ClH:19]. Given the product [ClH:19].[CH3:17][S:14]([N:11]1[CH2:12][CH2:13][NH:8][CH2:9][C@H:10]1[CH3:18])(=[O:15])=[O:16], predict the reactants needed to synthesize it. (8) Given the product [CH3:12][N:13]1[CH2:14][CH2:15][N:16]([C:19]2[CH:20]=[C:21]([NH:25][C:9]([C:7]3[O:8][C:4]([N+:1]([O-:3])=[O:2])=[CH:5][CH:6]=3)=[O:10])[CH:22]=[CH:23][CH:24]=2)[CH2:17][CH2:18]1, predict the reactants needed to synthesize it. The reactants are: [N+:1]([C:4]1[O:8][C:7]([C:9](Cl)=[O:10])=[CH:6][CH:5]=1)([O-:3])=[O:2].[CH3:12][N:13]1[CH2:18][CH2:17][N:16]([C:19]2[CH:20]=[C:21]([NH2:25])[CH:22]=[CH:23][CH:24]=2)[CH2:15][CH2:14]1.CCN(CC)CC. (9) The reactants are: O(P(OC1C=CC=CC=1)(O[C:11]1[C@H:17]([CH3:18])[C@@H:16]2[N:13]([C:14](=[O:22])[C@@H:15]2[C@H:19]([OH:21])[CH3:20])[C:12]=1[C:23]([O:25][CH2:26][C:27]1[CH:32]=[CH:31][C:30]([N+:33]([O-:35])=[O:34])=[CH:29][CH:28]=1)=[O:24])=O)C1C=CC=CC=1.C(N([CH:49]([CH3:51])[CH3:50])CC)(C)C.C([S:55][C@@H:56]1[CH2:60][N:59]([C:61]([O:63][C:64]([CH3:67])([CH3:66])[CH3:65])=[O:62])[C@H:58]([C:68]([OH:70])=O)[CH2:57]1)(=O)C.[C:71]([O:74]CC)(=O)[CH3:72].C(#[N:79])C. Given the product [CH:68]([C@:58]1([NH:79][CH2:72][C:71]2[O:74][CH:51]=[CH:49][CH:50]=2)[CH2:57][C@H:56]([S:55][C:11]2[C@H:17]([CH3:18])[C@H:16]3[N:13]([C:14](=[O:22])[C@@H:15]3[C@H:19]([OH:21])[CH3:20])[C:12]=2[C:23]([O:25][CH2:26][C:27]2[CH:32]=[CH:31][C:30]([N+:33]([O-:35])=[O:34])=[CH:29][CH:28]=2)=[O:24])[CH2:60][N:59]1[C:61]([O:63][C:64]([CH3:65])([CH3:66])[CH3:67])=[O:62])=[O:70], predict the reactants needed to synthesize it.